From a dataset of Full USPTO retrosynthesis dataset with 1.9M reactions from patents (1976-2016). Predict the reactants needed to synthesize the given product. Given the product [C:17]1([C:20]2[CH:21]=[CH:22][CH:23]=[CH:24][CH:25]=2)[CH:16]=[CH:15][C:14]([C@@H:11]2[CH2:12][CH2:13][NH:8][CH2:9][C@H:10]2[NH:26][S:27]([CH:30]([CH3:32])[CH3:31])(=[O:29])=[O:28])=[CH:19][CH:18]=1, predict the reactants needed to synthesize it. The reactants are: C(OC([N:8]1[CH2:13][CH2:12][C@@H:11]([C:14]2[CH:19]=[CH:18][C:17]([C:20]3[CH:25]=[CH:24][CH:23]=[CH:22][CH:21]=3)=[CH:16][CH:15]=2)[C@H:10]([NH:26][S:27]([CH:30]([CH3:32])[CH3:31])(=[O:29])=[O:28])[CH2:9]1)=O)(C)(C)C.Cl.